Predict the product of the given reaction. From a dataset of Forward reaction prediction with 1.9M reactions from USPTO patents (1976-2016). Given the reactants OC1C=CC([C@@H](O)CN[C@H]2CC[C@H](NCCOCCC3C=CC=CC=3)CC2)=C2C=1NC(=O)C=C2.[CH2:35]([O:42][C:43]1[CH:44]=[CH:45][C:46]([C@@H:54]([O:57][Si:58]([C:61]([CH3:64])([CH3:63])[CH3:62])([CH3:60])[CH3:59])[CH2:55]Br)=[C:47]2[C:52]=1[NH:51][C:50](=[O:53])[CH:49]=[CH:48]2)[C:36]1[CH:41]=[CH:40][CH:39]=[CH:38][CH:37]=1.[C:65]1([CH2:71][CH2:72][O:73][CH2:74][CH2:75][CH2:76][N:77]2[CH2:81][CH2:80][CH2:79][C@H:78]2[CH2:82][NH2:83])[CH:70]=[CH:69][CH:68]=[CH:67][CH:66]=1, predict the reaction product. The product is: [CH2:35]([O:42][C:43]1[CH:44]=[CH:45][C:46]([C@@H:54]([O:57][Si:58]([C:61]([CH3:64])([CH3:63])[CH3:62])([CH3:60])[CH3:59])[CH2:55][NH:83][CH2:82][C@@H:78]2[CH2:79][CH2:80][CH2:81][N:77]2[CH2:76][CH2:75][CH2:74][O:73][CH2:72][CH2:71][C:65]2[CH:66]=[CH:67][CH:68]=[CH:69][CH:70]=2)=[C:47]2[C:52]=1[NH:51][C:50](=[O:53])[CH:49]=[CH:48]2)[C:36]1[CH:41]=[CH:40][CH:39]=[CH:38][CH:37]=1.